From a dataset of Forward reaction prediction with 1.9M reactions from USPTO patents (1976-2016). Predict the product of the given reaction. Given the reactants [CH:1]1([C:6]2[N:7]=[C:8](O)[C:9]3[S:15](=[O:17])(=[O:16])[CH2:14][CH2:13][CH2:12][C:10]=3[N:11]=2)[CH2:5][CH2:4][CH2:3][CH2:2]1.P(Cl)(Cl)[Cl:20], predict the reaction product. The product is: [Cl:20][C:8]1[C:9]2[S:15](=[O:17])(=[O:16])[CH2:14][CH2:13][CH2:12][C:10]=2[N:11]=[C:6]([CH:1]2[CH2:5][CH2:4][CH2:3][CH2:2]2)[N:7]=1.